Dataset: Peptide-MHC class I binding affinity with 185,985 pairs from IEDB/IMGT. Task: Regression. Given a peptide amino acid sequence and an MHC pseudo amino acid sequence, predict their binding affinity value. This is MHC class I binding data. (1) The peptide sequence is KMNWFLNWV. The MHC is Mamu-A11 with pseudo-sequence Mamu-A11. The binding affinity (normalized) is 0.313. (2) The peptide sequence is AMIDRLHQT. The binding affinity (normalized) is 0.495. The MHC is HLA-A02:01 with pseudo-sequence HLA-A02:01. (3) The peptide sequence is KSKPRIHGY. The MHC is HLA-B27:03 with pseudo-sequence HLA-B27:03. The binding affinity (normalized) is 0.0847. (4) The peptide sequence is TLQVSDVDK. The MHC is HLA-A11:01 with pseudo-sequence HLA-A11:01. The binding affinity (normalized) is 0.0164. (5) The peptide sequence is DFIGKTIGF. The MHC is HLA-A30:01 with pseudo-sequence HLA-A30:01. The binding affinity (normalized) is 0.0847. (6) The peptide sequence is LMKRLTSNEI. The MHC is HLA-A02:01 with pseudo-sequence HLA-A02:01. The binding affinity (normalized) is 0.197. (7) The MHC is HLA-B40:01 with pseudo-sequence HLA-B40:01. The peptide sequence is GLVLHGEAI. The binding affinity (normalized) is 0.0847. (8) The peptide sequence is RLNAILLLY. The MHC is HLA-A11:01 with pseudo-sequence HLA-A11:01. The binding affinity (normalized) is 0.607.